Dataset: Reaction yield outcomes from USPTO patents with 853,638 reactions. Task: Predict the reaction yield, written as a fraction of the theoretical maximum amount of product (1.0 means a 100% yield; for example, 0.34 means a 34% yield). (1) The reactants are [F:1][C:2]([F:17])([C:13]([F:16])([F:15])[F:14])[C:3]([F:12])([F:11])[C:4]1[CH:9]=[CH:8][C:7](I)=[CH:6][CH:5]=1.FC(F)(C(F)(F)F)C(F)(F)C1C=CC(Br)=CC=1.[C:35]1([CH3:46])[CH:40]=[CH:39][C:38]([C:41]2[N:45]=[CH:44][NH:43][N:42]=2)=[CH:37][CH:36]=1.C(=O)([O-])[O-].[Cs+].[Cs+].N1C2C(=CC=CC=2O)C=CC=1.[NH4+].[OH-]. The catalyst is CN(C=O)C.O.[Cu]I. The product is [F:11][C:3]([F:12])([C:4]1[CH:9]=[CH:8][C:7]([N:43]2[CH:44]=[N:45][C:41]([C:38]3[CH:39]=[CH:40][C:35]([CH3:46])=[CH:36][CH:37]=3)=[N:42]2)=[CH:6][CH:5]=1)[C:2]([F:17])([F:1])[C:13]([F:16])([F:15])[F:14]. The yield is 0.390. (2) The reactants are [Br:1][C:2]1[C:6]2[N:7]=[C:8]([Cl:11])[NH:9][CH2:10][C:5]=2[S:4][CH:3]=1.C1(Cl)C(=O)C(Cl)=C(Cl)C(=O)C=1Cl. The catalyst is C1C=CC=CC=1. The product is [Br:1][C:2]1[C:6]2[N:7]=[C:8]([Cl:11])[N:9]=[CH:10][C:5]=2[S:4][CH:3]=1. The yield is 0.850. (3) The reactants are [Br:1][C:2]1[CH:7]=[CH:6][C:5]([OH:8])=[C:4]([N+:9]([O-:11])=[O:10])[CH:3]=1.Cl.C(=O)([O-])[O-].[Cs+].[Cs+].[I-].[K+].Cl[CH2:22][CH2:23][N:24]([CH3:26])[CH3:25]. The catalyst is O1CCCC1.O. The product is [Br:1][C:2]1[CH:7]=[CH:6][C:5]([O:8][CH2:22][CH2:23][N:24]([CH3:26])[CH3:25])=[C:4]([N+:9]([O-:11])=[O:10])[CH:3]=1. The yield is 0.910. (4) The reactants are [C:1]([O:5][CH3:6])(=[O:4])[CH2:2][SH:3].Cl[CH2:8][C:9]([C:11]1[CH:20]=[CH:19][C:14]2[NH:15][C:16](=[O:18])[NH:17][C:13]=2[CH:12]=1)=[O:10].C(=O)([O-])[O-].[K+].[K+]. The catalyst is O1CCCC1. The product is [O:10]=[C:9]([C:11]1[CH:20]=[CH:19][C:14]2[NH:15][C:16](=[O:18])[NH:17][C:13]=2[CH:12]=1)[CH2:8][S:3][CH2:2][C:1]([O:5][CH3:6])=[O:4]. The yield is 0.730. (5) The reactants are [Cl:1][C:2]1[CH:7]=[CH:6][C:5]([C:8]2[N:12]([CH:13]([CH:16]3[CH2:21][CH2:20][CH2:19][CH2:18][CH2:17]3)[CH2:14][OH:15])[C:11]3[CH:22]=[C:23]([F:27])[C:24]([F:26])=[CH:25][C:10]=3[N:9]=2)=[CH:4][CH:3]=1.[CH3:28][C:29]1[CH:30]=[C:31]([CH:34]=[C:35]([CH3:38])[C:36]=1O)[C:32]#[N:33]. The catalyst is O1CCCC1. The product is [Cl:1][C:2]1[CH:7]=[CH:6][C:5]([C:8]2[N:12]([CH:13]([CH:16]3[CH2:17][CH2:18][CH2:19][CH2:20][CH2:21]3)[CH2:14][O:15][C:36]3[C:35]([CH3:38])=[CH:34][C:31]([C:32]#[N:33])=[CH:30][C:29]=3[CH3:28])[C:11]3[CH:22]=[C:23]([F:27])[C:24]([F:26])=[CH:25][C:10]=3[N:9]=2)=[CH:4][CH:3]=1. The yield is 0.220. (6) The reactants are Br[C:2]1[C:3](=[O:27])[C:4]([O:19][CH2:20][C:21]2[CH:26]=[CH:25][CH:24]=[CH:23][CH:22]=2)=[C:5]2[C:10](=[O:11])[N:9]3[CH2:12][C@H:13]4[CH2:17][CH2:16][CH2:15][N:14]4[C@@H:8]3[CH2:7][N:6]2[CH:18]=1.[F:28][C:29]1[CH:36]=[C:35]([F:37])[CH:34]=[CH:33]C=1CN.CC[N:40]([CH:44]([CH3:46])C)[CH:41](C)C.CS(C)=[O:49]. The catalyst is C1C=CC(P(C2C=CC=CC=2)[C-]2C=CC=C2)=CC=1.C1C=CC(P(C2C=CC=CC=2)[C-]2C=CC=C2)=CC=1.[Fe+2]. The yield is 0.560. The product is [F:28][C:29]1[CH:36]=[C:35]([F:37])[CH:34]=[CH:33][C:46]=1[CH2:44][NH:40][C:41]([C:2]1[C:3](=[O:27])[C:4]([O:19][CH2:20][C:21]2[CH:26]=[CH:25][CH:24]=[CH:23][CH:22]=2)=[C:5]2[C:10](=[O:11])[N:9]3[CH2:12][C@H:13]4[CH2:17][CH2:16][CH2:15][N:14]4[C@@H:8]3[CH2:7][N:6]2[CH:18]=1)=[O:49]. (7) The reactants are C([C@@:8]12[CH2:18][CH2:17][C@@:16]([CH2:20][CH3:21])([OH:19])[CH2:15][C@@H:14]1CCC[C:10]1[CH:22]=[C:23]([C:26]([OH:28])=O)[CH:24]=[CH:25][C:9]2=1)C1C=CC=CC=1.CCN(C(C)C)[CH:32]([CH3:34])[CH3:33].CN(C(ON1N=N[C:48]2[CH:49]=[CH:50][CH:51]=[CH:52][C:47]1=2)=[N+](C)C)C.F[P-](F)(F)(F)(F)F.[C:62]1([NH2:69])[CH:67]=[CH:66][C:65]([NH2:68])=[CH:64][CH:63]=1.[CH3:70]N(C=O)C. The catalyst is O. The product is [CH3:63][C:64]1[C:65]([NH:68][C:26]([C:23]2[CH:24]=[CH:25][C:9]3[C@:8]4([CH2:70][C:47]5[CH:48]=[CH:49][CH:50]=[CH:51][CH:52]=5)[CH2:18][CH2:17][C@@:16]([CH2:20][CH3:21])([OH:19])[CH2:15][C@@H:14]4[CH2:34][CH2:32][CH2:33][C:10]=3[CH:22]=2)=[O:28])=[CH:66][CH:67]=[CH:62][N:69]=1. The yield is 0.730. (8) The reactants are [C:1]1([S:11]([NH2:14])(=[O:13])=[O:12])[C:2]([S:7]([NH2:10])(=[O:9])=[O:8])=[CH:3][CH:4]=[CH:5][CH:6]=1.[O:15]1[C:19]2[CH:20]=[CH:21][CH:22]=[CH:23][C:18]=2[N:17]=[C:16]1[C:24]1[CH:32]=[CH:31][C:27]([C:28](O)=[O:29])=[CH:26][CH:25]=1.C(Cl)CCl. The catalyst is CN(C1C=CN=CC=1)C.CN(C=O)C. The product is [O:15]1[C:19]2[CH:20]=[CH:21][CH:22]=[CH:23][C:18]=2[N:17]=[C:16]1[C:24]1[CH:32]=[CH:31][C:27]([C:28]([NH:10][S:7]([C:2]2[CH:3]=[CH:4][CH:5]=[CH:6][C:1]=2[S:11](=[O:13])(=[O:12])[NH2:14])(=[O:9])=[O:8])=[O:29])=[CH:26][CH:25]=1. The yield is 0.420. (9) The reactants are [Br:1][C:2]1[CH:3]=[C:4]([CH:8]=[CH:9][N:10]=1)[C:5](O)=[O:6].C1C=CC2N(O)N=NC=2C=1.Cl.[CH3:22][O:23][NH:24][CH3:25].C(Cl)CCl. The catalyst is CN(C=O)C. The product is [Br:1][C:2]1[CH:3]=[C:4]([CH:8]=[CH:9][N:10]=1)[C:5]([N:24]([O:23][CH3:22])[CH3:25])=[O:6]. The yield is 0.750.